Dataset: Reaction yield outcomes from USPTO patents with 853,638 reactions. Task: Predict the reaction yield, written as a fraction of the theoretical maximum amount of product (1.0 means a 100% yield; for example, 0.34 means a 34% yield). (1) The reactants are [CH2:1]([C:5]1[N:6]=[C:7]([CH3:27])[NH:8][C:9](=[O:26])[C:10]=1[CH2:11][C:12]1[CH:17]=[CH:16][C:15]([C:18]2[C:19]([C:24]#[N:25])=[CH:20][CH:21]=[CH:22][CH:23]=2)=[CH:14][CH:13]=1)[CH2:2][CH2:3][CH3:4].N(C(N1CCCCC1)=O)=NC(N1CCCCC1)=O.C(P(CCCC)CCCC)CCC.[CH3:59][O:60][C:61]1[N:66]=[CH:65][C:64]([CH2:67]O)=[CH:63][CH:62]=1. The catalyst is C(OCC)(=O)C.O1CCCC1. The product is [CH2:1]([C:5]1[N:6]=[C:7]([CH3:27])[N:8]([CH2:67][C:64]2[CH:65]=[N:66][C:61]([O:60][CH3:59])=[CH:62][CH:63]=2)[C:9](=[O:26])[C:10]=1[CH2:11][C:12]1[CH:17]=[CH:16][C:15]([C:18]2[C:19]([C:24]#[N:25])=[CH:20][CH:21]=[CH:22][CH:23]=2)=[CH:14][CH:13]=1)[CH2:2][CH2:3][CH3:4]. The yield is 0.810. (2) The reactants are [N:1]1[C:8]([Cl:9])=[N:7][C:5]([Cl:6])=[N:4][C:2]=1Cl.[NH2:10][C:11]1[CH:16]=[CH:15][C:14]([OH:17])=[C:13]([Cl:18])[CH:12]=1. The catalyst is CC(C)=O. The product is [Cl:18][C:13]1[CH:12]=[C:11]([NH:10][C:2]2[N:1]=[C:8]([Cl:9])[N:7]=[C:5]([Cl:6])[N:4]=2)[CH:16]=[CH:15][C:14]=1[OH:17]. The yield is 0.990. (3) The reactants are Cl[C:2]1[C:7]([C:8]#[N:9])=[CH:6][N:5]=[CH:4][C:3]=1[C:10]1[CH:15]=[CH:14][C:13]([O:16][CH3:17])=[C:12]([O:18][CH3:19])[CH:11]=1.[NH:20]1[C:28]2[C:23](=[CH:24][C:25](B(O)O)=[CH:26][CH:27]=2)[CH:22]=[CH:21]1.C([O-])(O)=O.[Na+]. The catalyst is COCCOC.C1C=CC([P]([Pd]([P](C2C=CC=CC=2)(C2C=CC=CC=2)C2C=CC=CC=2)([P](C2C=CC=CC=2)(C2C=CC=CC=2)C2C=CC=CC=2)[P](C2C=CC=CC=2)(C2C=CC=CC=2)C2C=CC=CC=2)(C2C=CC=CC=2)C2C=CC=CC=2)=CC=1. The product is [CH3:19][O:18][C:12]1[CH:11]=[C:10]([C:3]2[CH:4]=[N:5][CH:6]=[C:7]([C:2]=2[C:25]2[CH:24]=[C:23]3[C:28](=[CH:27][CH:26]=2)[NH:20][CH:21]=[CH:22]3)[C:8]#[N:9])[CH:15]=[CH:14][C:13]=1[O:16][CH3:17]. The yield is 0.610. (4) The reactants are [Cl:1][C:2]1[N:10]=[C:9]([Cl:11])[C:8]([F:12])=[C:7](/[CH:13]=[N:14]/[CH2:15][C:16]2[CH:21]=[CH:20][C:19]([O:22][CH3:23])=[CH:18][C:17]=2[O:24][CH3:25])[C:3]=1[C:4]([OH:6])=O.[CH3:26][Li].Cl. The catalyst is C1COCC1. The product is [Cl:1][C:2]1[C:3]2[C:4](=[O:6])[N:14]([CH2:15][C:16]3[CH:21]=[CH:20][C:19]([O:22][CH3:23])=[CH:18][C:17]=3[O:24][CH3:25])[CH:13]([CH3:26])[C:7]=2[C:8]([F:12])=[C:9]([Cl:11])[N:10]=1. The yield is 0.150.